From a dataset of Catalyst prediction with 721,799 reactions and 888 catalyst types from USPTO. Predict which catalyst facilitates the given reaction. (1) Reactant: CC1C=CC(S(O[CH2:12][CH2:13][CH2:14][CH2:15][C:16]2[C:24]3[C:19](=[CH:20][CH:21]=[C:22]([C:25]#[N:26])[CH:23]=3)[NH:18][CH:17]=2)(=O)=O)=CC=1.[CH3:27][C:28]1[N:29]=[C:30]([N:36]2[CH2:41][CH2:40][NH:39][CH2:38][CH2:37]2)[S:31][C:32]=1[C:33]([NH2:35])=[O:34].C(=O)([O-])[O-].[K+].[K+].[I-].[K+]. Product: [C:25]([C:22]1[CH:23]=[C:24]2[C:19](=[CH:20][CH:21]=1)[NH:18][CH:17]=[C:16]2[CH2:15][CH2:14][CH2:13][CH2:12][N:39]1[CH2:40][CH2:41][N:36]([C:30]2[S:31][C:32]([C:33]([NH2:35])=[O:34])=[C:28]([CH3:27])[N:29]=2)[CH2:37][CH2:38]1)#[N:26]. The catalyst class is: 10. (2) Reactant: [Cl-].[CH3:2][S:3]([O:6][C:7]1[CH:12]=[CH:11][CH:10]=[CH:9][C:8]=1[CH:13]1[O:17][N:16]=[C:15]([C:18]2[N:19]=[C:20]([CH:23]3[CH2:28][CH2:27][NH2+:26][CH2:25][CH2:24]3)[S:21][CH:22]=2)[CH2:14]1)(=[O:5])=[O:4].[C:29](O)(=[O:32])[CH2:30][OH:31].C(N(C(C)C)CC)(C)C.F[B-](F)(F)F.N1(OC(N(C)C)=[N+](C)C)C2C=CC=CC=2N=N1. Product: [CH3:2][S:3]([O:6][C:7]1[CH:12]=[CH:11][CH:10]=[CH:9][C:8]=1[CH:13]1[O:17][N:16]=[C:15]([C:18]2[N:19]=[C:20]([CH:23]3[CH2:28][CH2:27][N:26]([C:30](=[O:31])[CH2:29][OH:32])[CH2:25][CH2:24]3)[S:21][CH:22]=2)[CH2:14]1)(=[O:4])=[O:5]. The catalyst class is: 9. (3) Reactant: C(N(C(C)C)CC)(C)C.[CH2:10]([O:17][C:18]1[C:19]([C:29]([O:31][CH3:32])=[O:30])=[N:20][C:21](Br)=[C:22]2[C:27]=1[N:26]=[CH:25][CH:24]=[CH:23]2)[C:11]1[CH:16]=[CH:15][CH:14]=[CH:13][CH:12]=1.[NH:33]1[CH2:38][CH2:37][NH:36][CH2:35][CH2:34]1.O. Product: [CH2:10]([O:17][C:18]1[C:19]([C:29]([O:31][CH3:32])=[O:30])=[N:20][C:21]([N:33]2[CH2:38][CH2:37][NH:36][CH2:35][CH2:34]2)=[C:22]2[C:27]=1[N:26]=[CH:25][CH:24]=[CH:23]2)[C:11]1[CH:16]=[CH:15][CH:14]=[CH:13][CH:12]=1. The catalyst class is: 566. (4) Reactant: Cl[CH2:2][CH2:3][CH2:4][O:5][C:6]1[CH:15]=[C:14]2[C:9]([C:10]([O:16][C:17]3[CH:22]=[CH:21][C:20]([CH3:23])=[CH:19][C:18]=3[C:24]([C:26]3[CH:31]=[CH:30][CH:29]=[CH:28][CH:27]=3)=[O:25])=[CH:11][CH:12]=[N:13]2)=[CH:8][C:7]=1[O:32][CH3:33].[CH3:34][N:35]1[CH2:40][CH2:39][NH:38][CH2:37][CH2:36]1.C(=O)([O-])[O-].[K+].[K+].O. Product: [CH3:33][O:32][C:7]1[CH:8]=[C:9]2[C:14](=[CH:15][C:6]=1[O:5][CH2:4][CH2:3][CH2:2][N:38]1[CH2:39][CH2:40][N:35]([CH3:34])[CH2:36][CH2:37]1)[N:13]=[CH:12][CH:11]=[C:10]2[O:16][C:17]1[CH:22]=[CH:21][C:20]([CH3:23])=[CH:19][C:18]=1[C:24]([C:26]1[CH:31]=[CH:30][CH:29]=[CH:28][CH:27]=1)=[O:25]. The catalyst class is: 9. (5) Reactant: C1C=CC2N(O)N=NC=2C=1.[O:11]=[C:12]([N:17]1[CH2:22][CH2:21][N:20]([C:23](=[O:34])[C:24]2[CH:29]=[CH:28][CH:27]=[CH:26][C:25]=2[C:30]([F:33])([F:32])[F:31])[CH2:19][CH2:18]1)[CH2:13][C:14](O)=[O:15].CCN=C=NCCCN(C)C.Cl.[NH2:47][C:48]1[CH:49]=[CH:50][C:51]2[O:55][C:54](=[O:56])[NH:53][C:52]=2[CH:57]=1. Product: [O:11]=[C:12]([N:17]1[CH2:18][CH2:19][N:20]([C:23](=[O:34])[C:24]2[CH:29]=[CH:28][CH:27]=[CH:26][C:25]=2[C:30]([F:33])([F:32])[F:31])[CH2:21][CH2:22]1)[CH2:13][C:14]([NH:47][C:48]1[CH:49]=[CH:50][C:51]2[O:55][C:54](=[O:56])[NH:53][C:52]=2[CH:57]=1)=[O:15]. The catalyst class is: 792. (6) Reactant: [F:1][C:2]([F:15])([F:14])[C:3]1[NH:13][C:6]2=[N:7][CH:8]=[C:9]([CH2:11][NH2:12])[CH:10]=[C:5]2[CH:4]=1.Cl[C:17]1[N:22]=[CH:21][N:20]=[C:19]([C:23](=[O:25])[CH3:24])[CH:18]=1.CCN(C(C)C)C(C)C. Product: [F:15][C:2]([F:1])([F:14])[C:3]1[NH:13][C:6]2=[N:7][CH:8]=[C:9]([CH2:11][NH:12][C:17]3[N:22]=[CH:21][N:20]=[C:19]([C:23](=[O:25])[CH3:24])[CH:18]=3)[CH:10]=[C:5]2[CH:4]=1. The catalyst class is: 435.